From a dataset of Full USPTO retrosynthesis dataset with 1.9M reactions from patents (1976-2016). Predict the reactants needed to synthesize the given product. (1) The reactants are: C(N(CC)CC)C.[CH3:8][CH:9]([CH2:14][C:15]([CH3:18])([CH3:17])[CH3:16])[CH2:10][C:11](Cl)=[O:12].[CH2:19]([O:26][C:27]1[C:28]([CH3:36])=[C:29]([CH3:35])[C:30]([NH2:34])=[N:31][C:32]=1[CH3:33])[C:20]1[CH:25]=[CH:24][CH:23]=[CH:22][CH:21]=1. Given the product [CH2:19]([O:26][C:27]1[C:28]([CH3:36])=[C:29]([CH3:35])[C:30]([NH:34][C:11](=[O:12])[CH2:10][CH:9]([CH3:8])[CH2:14][C:15]([CH3:18])([CH3:17])[CH3:16])=[N:31][C:32]=1[CH3:33])[C:20]1[CH:21]=[CH:22][CH:23]=[CH:24][CH:25]=1, predict the reactants needed to synthesize it. (2) Given the product [CH2:10]([C:2]1[CH:9]=[CH:8][C:5]([CH:6]=[O:7])=[CH:4][CH:3]=1)[CH2:11][CH2:12][CH2:13][CH3:14], predict the reactants needed to synthesize it. The reactants are: Br[C:2]1[CH:9]=[CH:8][C:5]([CH:6]=[O:7])=[CH:4][CH:3]=1.[CH2:10](B(O)O)[CH2:11][CH2:12][CH2:13][CH3:14]. (3) Given the product [Cl:1][C:2]1[CH:3]=[C:4]([NH:9][C:10]2[C:11]3[C:18](=[CH:34][C:23]4[NH:24][C:25]([C:26]([N:28]5[CH2:29][CH2:30][O:31][CH2:32][CH2:33]5)=[O:27])=[C:21]([CH3:20])[CH:22]=4)[C:17](=[O:19])[NH:16][C:12]=3[N:13]=[CH:14][N:15]=2)[CH:5]=[CH:6][C:7]=1[F:8], predict the reactants needed to synthesize it. The reactants are: [Cl:1][C:2]1[CH:3]=[C:4]([NH:9][C:10]2[C:11]3[CH2:18][C:17](=[O:19])[NH:16][C:12]=3[N:13]=[CH:14][N:15]=2)[CH:5]=[CH:6][C:7]=1[F:8].[CH3:20][C:21]1[CH:22]=[C:23]([CH:34]=O)[NH:24][C:25]=1[C:26]([N:28]1[CH2:33][CH2:32][O:31][CH2:30][CH2:29]1)=[O:27]. (4) Given the product [C:11]([NH2:13])(=[O:12])[C:3]1[C:4](=[CH:5][CH:6]=[CH:7][CH:2]=1)[C:8]([NH2:10])=[O:9], predict the reactants needed to synthesize it. The reactants are: I[C:2]1[CH:7]=[CH:6][CH:5]=[C:4]([C:8]([NH2:10])=[O:9])[C:3]=1[C:11]([NH:13]C1C=CC(C(F)(C(F)(F)F)C(F)(F)F)=CC=1C)=[O:12].CC1C=C(C(F)(C(F)(F)F)C(F)(F)F)C=CC=1NC(C1C=CC=C(I)C=1C(NC(CS(C)(=O)=O)(C)C)=O)=O. (5) Given the product [CH3:12][S:9]([C:6]1[CH:7]=[CH:8][C:3]([N:1]2[C:13]([C:14]3[CH:15]=[CH:16][CH:17]=[CH:18][CH:19]=3)=[C:21]([C:27]#[N:28])[C:22]([S:23][CH3:24])=[N:2]2)=[N:4][CH:5]=1)(=[O:10])=[O:11], predict the reactants needed to synthesize it. The reactants are: [NH:1]([C:3]1[CH:8]=[CH:7][C:6]([S:9]([CH3:12])(=[O:11])=[O:10])=[CH:5][N:4]=1)[NH2:2].[C:13]([C:21]([C:27]#[N:28])=[C:22](SC)[S:23][CH3:24])(=O)[C:14]1[CH:19]=[CH:18][CH:17]=[CH:16][CH:15]=1. (6) Given the product [ClH:41].[CH:1]1([CH2:4][O:5][C:6]2[CH:14]=[CH:13][C:9]3[O:10][CH2:11][O:12][C:8]=3[C:7]=2[C:15]2[C:16]3[NH:23][C:22]([CH3:24])=[C:21]([C:25]([NH:27][CH:28]4[CH2:29][CH2:30][NH:31][CH2:32][CH2:33]4)=[O:26])[C:17]=3[N:18]=[CH:19][N:20]=2)[CH2:3][CH2:2]1, predict the reactants needed to synthesize it. The reactants are: [CH:1]1([CH2:4][O:5][C:6]2[CH:14]=[CH:13][C:9]3[O:10][CH2:11][O:12][C:8]=3[C:7]=2[C:15]2[C:16]3[NH:23][C:22]([CH3:24])=[C:21]([C:25]([NH:27][CH:28]4[CH2:33][CH2:32][N:31](C(OC(C)(C)C)=O)[CH2:30][CH2:29]4)=[O:26])[C:17]=3[N:18]=[CH:19][N:20]=2)[CH2:3][CH2:2]1.[ClH:41].COC(C)(C)C. (7) Given the product [CH2:9]([CH:11]([CH:15]([OH:17])[CH3:16])[CH:12]([OH:14])[CH3:13])[CH3:10], predict the reactants needed to synthesize it. The reactants are: O=O.[H-].[H-].[H-].[H-].[Li+].[Al+3].[CH2:9]([CH:11]([C:15](=[O:17])[CH3:16])[C:12](=[O:14])[CH3:13])[CH3:10].[OH-].[Na+]. (8) Given the product [F:1][C:2]1[C:7]([F:8])=[CH:6][CH:5]=[CH:4][C:3]=1[NH:9][C:10]1[CH:15]=[CH:14][N:13]=[CH:12][C:11]=1[NH2:16], predict the reactants needed to synthesize it. The reactants are: [F:1][C:2]1[C:7]([F:8])=[CH:6][CH:5]=[CH:4][C:3]=1[NH:9][C:10]1[CH:15]=[CH:14][N:13]=[CH:12][C:11]=1[N+:16]([O-])=O.[H][H].